This data is from Forward reaction prediction with 1.9M reactions from USPTO patents (1976-2016). The task is: Predict the product of the given reaction. Given the reactants [CH3:1][O:2][C:3]1[CH:16]=[CH:15][C:6]([C:7]([NH:9][CH2:10][C:11]([O:13][CH3:14])=[O:12])=[O:8])=[CH:5][CH:4]=1.[C:17](O[C:17]([O:19][C:20]([CH3:23])([CH3:22])[CH3:21])=[O:18])([O:19][C:20]([CH3:23])([CH3:22])[CH3:21])=[O:18], predict the reaction product. The product is: [C:20]([O:19][C:17]([N:9]([CH2:10][C:11]([O:13][CH3:14])=[O:12])[C:7](=[O:8])[C:6]1[CH:5]=[CH:4][C:3]([O:2][CH3:1])=[CH:16][CH:15]=1)=[O:18])([CH3:23])([CH3:22])[CH3:21].